From a dataset of Full USPTO retrosynthesis dataset with 1.9M reactions from patents (1976-2016). Predict the reactants needed to synthesize the given product. (1) Given the product [CH:1]1([CH2:7][C:8]2[CH:9]=[C:10]3[C:16]([C:17]4[CH:18]=[N:19][N:20]([CH3:22])[CH:21]=4)=[CH:15][NH:14][C:11]3=[N:12][CH:13]=2)[CH2:2][CH2:3][CH2:4][CH2:5][CH2:6]1, predict the reactants needed to synthesize it. The reactants are: [CH:1]1([CH2:7][C:8]2[CH:9]=[C:10]3[C:16]([C:17]4[CH:18]=[N:19][N:20]([CH3:22])[CH:21]=4)=[CH:15][N:14](S(C4C=CC=CC=4)(=O)=O)[C:11]3=[N:12][CH:13]=2)[CH2:6][CH2:5][CH2:4][CH2:3][CH2:2]1.[OH-].[Na+]. (2) Given the product [NH2:13][C:5]1[N:6]=[C:7]([CH2:10][CH2:11][F:12])[CH:8]=[CH:9][C:4]=1[C:3]([OH:14])=[O:2], predict the reactants needed to synthesize it. The reactants are: C[O:2][C:3](=[O:14])[C:4]1[CH:9]=[CH:8][C:7]([CH2:10][CH2:11][F:12])=[N:6][C:5]=1[NH2:13].Cl. (3) Given the product [OH:1][CH2:2][C@H:3]1[N:8]([CH2:9][C:10]([F:11])([F:12])[F:13])[CH2:7][CH2:6][N:5]([C:15]([O:17][C:18]([CH3:21])([CH3:20])[CH3:19])=[O:16])[CH2:4]1, predict the reactants needed to synthesize it. The reactants are: [OH:1][CH2:2][C@H:3]1[N:8]([C:9](=O)[C:10]([F:13])([F:12])[F:11])[CH2:7][CH2:6][N:5]([C:15]([O:17][C:18]([CH3:21])([CH3:20])[CH3:19])=[O:16])[CH2:4]1. (4) Given the product [CH3:18][O:17][C:13]1[CH:12]=[C:11]2[C:16](=[CH:15][CH:14]=1)[N:8]([C:6]([O:5][C:1]([CH3:4])([CH3:3])[CH3:2])=[O:7])[C:9]([C:28]1[CH:29]=[CH:30][C:25]([C:24]([O:23][CH3:22])=[O:32])=[CH:26][N:27]=1)=[CH:10]2, predict the reactants needed to synthesize it. The reactants are: [C:1]([O:5][C:6]([N:8]1[C:16]2[C:11](=[CH:12][C:13]([O:17][CH3:18])=[CH:14][CH:15]=2)[CH:10]=[C:9]1B(O)O)=[O:7])([CH3:4])([CH3:3])[CH3:2].[CH3:22][O:23][C:24](=[O:32])[C:25]1[CH:30]=[CH:29][C:28](Br)=[N:27][CH:26]=1.C([O-])([O-])=O.[Na+].[Na+].O. (5) The reactants are: [Si]([O:8][CH2:9][C:10]1[N:15]=[C:14]([C:16]2([OH:22])[CH2:21][CH2:20][O:19][CH2:18][CH2:17]2)[CH:13]=[CH:12][CH:11]=1)(C(C)(C)C)(C)C.F.F.F.C(N(CC)CC)C. Given the product [OH:8][CH2:9][C:10]1[N:15]=[C:14]([C:16]2([OH:22])[CH2:21][CH2:20][O:19][CH2:18][CH2:17]2)[CH:13]=[CH:12][CH:11]=1, predict the reactants needed to synthesize it. (6) Given the product [CH3:31][C:4]([CH3:5])([CH3:6])[CH2:3][C@H:2]([C:7]([N:20]1[CH2:21][CH2:22][CH2:23][C@H:19]1[C:18]([NH:17][CH2:16][C:15]1[CH:25]=[C:11]([Cl:10])[CH:12]=[CH:13][C:14]=1[N:26]1[CH:30]=[N:29][N:28]=[N:27]1)=[O:24])=[O:9])[NH2:1], predict the reactants needed to synthesize it. The reactants are: [NH2:1][C@H:2]([C:7]([OH:9])=O)[CH2:3][CH:4]([CH3:6])[CH3:5].[Cl:10][C:11]1[CH:12]=[CH:13][C:14]([N:26]2[CH:30]=[N:29][N:28]=[N:27]2)=[C:15]([CH:25]=1)[CH2:16][NH:17][C:18](=[O:24])[C@@H:19]1[CH2:23][CH2:22][CH2:21][NH:20]1.[CH2:31](Cl)CCl.C1C=NC2N(O)N=NC=2C=1. (7) Given the product [CH2:22]([O:21][C:19]([NH:18][C@@H:13]1[CH2:14][CH2:15][CH:16]([OH:30])[CH2:17][C@@H:12]1[NH:11][C:9]([O:8][CH2:1][C:2]1[CH:3]=[CH:4][CH:5]=[CH:6][CH:7]=1)=[O:10])=[O:20])[C:23]1[CH:28]=[CH:27][CH:26]=[CH:25][CH:24]=1, predict the reactants needed to synthesize it. The reactants are: [CH2:1]([O:8][C:9]([NH:11][C@@H:12]1[CH2:17][CH:16]=[CH:15][CH2:14][C@@H:13]1[NH:18][C:19]([O:21][CH2:22][C:23]1[CH:28]=[CH:27][CH:26]=[CH:25][CH:24]=1)=[O:20])=[O:10])[C:2]1[CH:7]=[CH:6][CH:5]=[CH:4][CH:3]=1.B.[OH-:30].[Na+].OO.